This data is from Catalyst prediction with 721,799 reactions and 888 catalyst types from USPTO. The task is: Predict which catalyst facilitates the given reaction. (1) Reactant: [Mg].Br[C:3]1[CH:8]=[CH:7][CH:6]=[CH:5][C:4]=1[O:9][CH3:10].[Br:11][C:12]1[CH:19]=[CH:18][C:15]([CH:16]=[O:17])=[CH:14][CH:13]=1. Product: [Br:11][C:12]1[CH:19]=[CH:18][C:15]([CH:16]([C:8]2[CH:7]=[CH:6][CH:5]=[C:4]([O:9][CH3:10])[CH:3]=2)[OH:17])=[CH:14][CH:13]=1. The catalyst class is: 1. (2) Reactant: CC(C)([O-])C.[Na+].[C:7]([O:14][CH2:15][CH3:16])(=[O:13])[C:8](OCC)=O.[Cl:17][CH2:18][CH2:19][CH2:20][CH2:21][C:22](=O)[CH3:23].C([O-])(=O)C.[K+].C(O)(=O)C(O)=O.[CH2:36]([NH:38][NH2:39])[CH3:37]. Product: [Cl:17][CH2:18][CH2:19][CH2:20][CH2:21][C:22]1[N:38]([CH2:36][CH3:37])[N:39]=[C:8]([C:7]([O:14][CH2:15][CH3:16])=[O:13])[CH:23]=1. The catalyst class is: 212. (3) Reactant: [F:1][C:2]([F:7])([F:6])[C:3]([O-:5])=[O:4].Br[C:9]1[N:10]([CH2:30][C:31]([N:33]2[CH2:38][CH2:37][CH:36]([NH+:39]([CH3:41])[CH3:40])[CH2:35][CH2:34]2)=[O:32])[C:11]2[C:16]([C:17]=1[CH:18]1[CH2:23][CH2:22][CH2:21][CH2:20][CH2:19]1)=[CH:15][CH:14]=[C:13]([C:24]1[NH:28][C:27](=[O:29])[O:26][N:25]=1)[CH:12]=2.[O:42]1[CH:46]=[CH:45][C:44](B(O)O)=[CH:43]1.C([O-])([O-])=O.[Na+].[Na+]. Product: [F:1][C:2]([F:7])([F:6])[C:3]([O-:5])=[O:4].[CH:18]1([C:17]2[C:16]3[C:11](=[CH:12][C:13]([C:24]4[NH:28][C:27](=[O:29])[O:26][N:25]=4)=[CH:14][CH:15]=3)[N:10]([CH2:30][C:31]([N:33]3[CH2:34][CH2:35][CH:36]([NH+:39]([CH3:40])[CH3:41])[CH2:37][CH2:38]3)=[O:32])[C:9]=2[C:44]2[CH:45]=[CH:46][O:42][CH:43]=2)[CH2:23][CH2:22][CH2:21][CH2:20][CH2:19]1. The catalyst class is: 184. (4) Reactant: C(OC(N1CCN([C:14](=[O:26])[NH:15][CH:16]([C:19]2[CH:24]=[CH:23][CH:22]=[C:21]([Cl:25])[CH:20]=2)[CH2:17][OH:18])CC1)=O)(C)(C)C.F[C:28](F)(F)[C:29](O)=O.[Cl:34][C:35]1[N:40]=[C:39](Cl)[C:38]([Cl:42])=[CH:37][N:36]=1. Product: [Cl:25][C:21]1[CH:20]=[C:19]([CH:16]([NH:15][C:14]([CH:29]2[CH2:28][CH2:14][N:15]([C:39]3[C:38]([Cl:42])=[CH:37][N:36]=[C:35]([Cl:34])[N:40]=3)[CH2:16][CH2:17]2)=[O:26])[CH2:17][OH:18])[CH:24]=[CH:23][CH:22]=1. The catalyst class is: 2. (5) Reactant: C(OC(=O)[N:7]([C:16]1[CH:21]=[CH:20][C:19]([CH:22]2[O:39][C:38]3[C:33](=[CH:34][CH:35]=[C:36]([F:40])[CH:37]=3)[C:32]3[C:23]2=[C:24]2[C:29](=[CH:30][CH:31]=3)[CH:28]=[C:27]([O:41]C)[CH:26]=[CH:25]2)=[CH:18][CH:17]=1)[CH2:8][CH2:9][N:10]1[CH2:15][CH2:14][CH2:13][CH2:12][CH2:11]1)(C)(C)C.[ClH:44].B(Br)(Br)Br. Product: [ClH:44].[ClH:44].[F:40][C:36]1[CH:37]=[C:38]2[C:33](=[CH:34][CH:35]=1)[C:32]1[C:23](=[C:24]3[C:29](=[CH:30][CH:31]=1)[CH:28]=[C:27]([OH:41])[CH:26]=[CH:25]3)[CH:22]([C:19]1[CH:18]=[CH:17][C:16]([NH:7][CH2:8][CH2:9][N:10]3[CH2:11][CH2:12][CH2:13][CH2:14][CH2:15]3)=[CH:21][CH:20]=1)[O:39]2. The catalyst class is: 363. (6) Reactant: [CH3:1][N:2]1[CH2:27][CH2:26][C:5]2[N:6]([C:14]#[C:15][Si](C(C)C)(C(C)C)C(C)C)[C:7]3[CH:8]=[CH:9][C:10]([CH3:13])=[CH:11][C:12]=3[C:4]=2[CH2:3]1.[F-].C([N+](CCCC)(CCCC)CCCC)CCC. Product: [C:14]([N:6]1[C:7]2[CH:8]=[CH:9][C:10]([CH3:13])=[CH:11][C:12]=2[C:4]2[CH2:3][N:2]([CH3:1])[CH2:27][CH2:26][C:5]1=2)#[CH:15]. The catalyst class is: 20.